Dataset: Forward reaction prediction with 1.9M reactions from USPTO patents (1976-2016). Task: Predict the product of the given reaction. (1) Given the reactants C(OCC(CO)(COC(=O)C=C)COC(=O)C=C)(=O)C=C.C(OCC(COC(=O)C=C)(COC(=O)C=C)COC(=O)C=C)(=O)C=C.C[C:48](N1CCOCC1)([C:50]([C:52]1[CH:57]=[CH:56][C:55](SC)=[CH:54][CH:53]=1)=[O:51])C, predict the reaction product. The product is: [C:50]([C:52]1[CH:57]=[CH:56][CH:55]=[CH:54][CH:53]=1)(=[O:51])[CH3:48]. (2) Given the reactants Cl[CH2:2][C:3]1[N:4]=[C:5]([N:9]2[CH2:14][CH2:13][N:12]([C:15]([O:17][C:18]([CH3:21])([CH3:20])[CH3:19])=[O:16])[CH2:11][CH2:10]2)[S:6][C:7]=1[CH3:8].[P:22]([O:29]CC)([O:26][CH2:27][CH3:28])[O:23][CH2:24][CH3:25], predict the reaction product. The product is: [CH2:24]([O:23][P:22]([CH2:2][C:3]1[N:4]=[C:5]([N:9]2[CH2:14][CH2:13][N:12]([C:15]([O:17][C:18]([CH3:21])([CH3:20])[CH3:19])=[O:16])[CH2:11][CH2:10]2)[S:6][C:7]=1[CH3:8])([O:26][CH2:27][CH3:28])=[O:29])[CH3:25].